Dataset: Full USPTO retrosynthesis dataset with 1.9M reactions from patents (1976-2016). Task: Predict the reactants needed to synthesize the given product. (1) Given the product [F:28][C:11]1[CH:12]=[C:13]([O:16][C@@H:17]2[CH2:21][CH2:20][CH2:19][C@H:18]2[C:22]2[N:26]([CH3:27])[N:25]=[CH:24][CH:23]=2)[CH:14]=[CH:15][C:10]=1[S:7]([NH:6][C:29]1[CH:34]=[CH:33][N:32]=[CH:31][N:30]=1)(=[O:8])=[O:9], predict the reactants needed to synthesize it. The reactants are: COC1C=C(OC)C=CC=1C[N:6]([C:29]1[CH:34]=[CH:33][N:32]=[CH:31][N:30]=1)[S:7]([C:10]1[CH:15]=[CH:14][C:13]([O:16][C@@H:17]2[CH2:21][CH2:20][CH2:19][C@H:18]2[C:22]2[N:26]([CH3:27])[N:25]=[CH:24][CH:23]=2)=[CH:12][C:11]=1[F:28])(=[O:9])=[O:8].C([SiH](CC)CC)C.FC(F)(F)C(O)=O. (2) Given the product [F:1][C:2]1[CH:3]=[CH:4][C:5]2[C:11](=[O:12])[N:10]3[CH2:13][C@H:14]([C:17]([Cl:23])=[O:18])[CH2:15][CH2:16][C@H:9]3[CH2:8][CH2:7][C:6]=2[N:20]=1, predict the reactants needed to synthesize it. The reactants are: [F:1][C:2]1[CH:3]=[CH:4][C:5]2[C:11](=[O:12])[N:10]3[CH2:13][C@H:14]([C:17](O)=[O:18])[CH2:15][CH2:16][C@H:9]3[CH2:8][CH2:7][C:6]=2[N:20]=1.S(Cl)([Cl:23])=O. (3) Given the product [C:35]([O:34][C@@H:9]([C:10]1[C:11]([C:27]2[CH:28]=[CH:29][C:30]([Cl:33])=[CH:31][CH:32]=2)=[C:12]2[C:17](=[CH:18][C:19]=1[CH3:20])[N:16]=[C:15]([N:21]1[CH2:26][CH2:25][O:24][CH2:23][CH2:22]1)[CH:14]=[CH:13]2)[CH2:8][OH:7])([CH3:38])([CH3:36])[CH3:37], predict the reactants needed to synthesize it. The reactants are: C([O:7][CH2:8][C@@H:9]([O:34][C:35]([CH3:38])([CH3:37])[CH3:36])[C:10]1[C:11]([C:27]2[CH:32]=[CH:31][C:30]([Cl:33])=[CH:29][CH:28]=2)=[C:12]2[C:17](=[CH:18][C:19]=1[CH3:20])[N:16]=[C:15]([N:21]1[CH2:26][CH2:25][O:24][CH2:23][CH2:22]1)[CH:14]=[CH:13]2)(=O)C(C)(C)C.[OH-].[Na+]. (4) Given the product [CH2:1]([O:8][C:9]1[C:14]([CH2:15][N:16]2[CH2:25][CH2:24][C:23]3[C:18](=[C:19]([Cl:28])[C:20]([C:37]4[N:33]([CH3:32])[N:34]=[N:35][C:36]=4[CH3:51])=[CH:21][C:22]=3[Cl:26])[C:17]2=[O:29])=[C:13]([CH3:30])[CH:12]=[C:11]([CH3:31])[N:10]=1)[C:2]1[CH:7]=[CH:6][CH:5]=[CH:4][CH:3]=1, predict the reactants needed to synthesize it. The reactants are: [CH2:1]([O:8][C:9]1[C:14]([CH2:15][N:16]2[CH2:25][CH2:24][C:23]3[C:18](=[C:19]([Cl:28])[C:20](Br)=[CH:21][C:22]=3[Cl:26])[C:17]2=[O:29])=[C:13]([CH3:30])[CH:12]=[C:11]([CH3:31])[N:10]=1)[C:2]1[CH:7]=[CH:6][CH:5]=[CH:4][CH:3]=1.[CH3:32][N:33]1[C:37]([Sn](CCCC)(CCCC)CCCC)=[C:36]([CH3:51])[N:35]=[N:34]1. (5) Given the product [C:15]([OH:22])(=[O:21])/[CH:16]=[CH:17]/[C:18]([OH:20])=[O:19].[CH3:23][C@@H:25]1[CH2:30][NH:29][CH2:28][CH2:27][N:26]1[C:31]([O:5][CH2:4][C:3]1[CH:6]=[C:7]([O:10][CH2:12][CH2:13][CH3:14])[CH:8]=[CH:9][C:2]=1[F:1])=[O:32], predict the reactants needed to synthesize it. The reactants are: [F:1][C:2]1[CH:9]=[CH:8][C:7]([OH:10])=[CH:6][C:3]=1[CH2:4][OH:5].I[CH2:12][CH2:13][CH3:14].[C:15]([OH:22])(=[O:21])/[CH:16]=[CH:17]/[C:18]([OH:20])=[O:19].[CH2:23]([C@@H:25]1[CH2:30][NH:29][CH2:28][CH2:27][N:26]1[C:31](OCC1C=CC(OC(F)F)=CC=1)=[O:32])C. (6) Given the product [O:1]([CH2:8][CH2:9][CH2:10][S:14][C:12](=[O:15])[CH3:13])[C:2]1[CH:7]=[CH:6][CH:5]=[CH:4][CH:3]=1, predict the reactants needed to synthesize it. The reactants are: [O:1]([CH2:8][CH2:9][CH2:10]Br)[C:2]1[CH:7]=[CH:6][CH:5]=[CH:4][CH:3]=1.[C:12]([O-:15])(=[S:14])[CH3:13].[K+]. (7) Given the product [Cl:1][C:2]1[CH:10]=[C:9]([CH:11]([NH2:17])[CH3:12])[C:5]2[O:6][CH2:7][O:8][C:4]=2[CH:3]=1, predict the reactants needed to synthesize it. The reactants are: [Cl:1][C:2]1[CH:10]=[C:9]([CH:11](O)[CH3:12])[C:5]2[O:6][CH2:7][O:8][C:4]=2[CH:3]=1.C1C=C[NH+:17]=CC=1.[O-][Cr](Cl)(=O)=O.